From a dataset of Forward reaction prediction with 1.9M reactions from USPTO patents (1976-2016). Predict the product of the given reaction. (1) Given the reactants [N:1]([CH:4]1[CH2:23][N:8]2[C:9]3[C:14]([C:15]([CH2:16][C:17]([O:19]CCC)=[O:18])=[C:7]2[CH2:6][CH2:5]1)=[CH:13][CH:12]=[CH:11][CH:10]=3)=[N+:2]=[N-:3].[CH:24]#[C:25][CH:26]([C:34]1[CH:39]=[CH:38][C:37]([F:40])=[CH:36][CH:35]=1)[C:27]1[CH:32]=[CH:31][C:30]([F:33])=[CH:29][CH:28]=1, predict the reaction product. The product is: [F:33][C:30]1[CH:29]=[CH:28][C:27]([CH:26]([C:34]2[CH:35]=[CH:36][C:37]([F:40])=[CH:38][CH:39]=2)[C:25]2[N:1]([C@H:4]3[CH2:23][N:8]4[C:9]5[C:14]([C:15]([CH2:16][C:17]([OH:19])=[O:18])=[C:7]4[CH2:6][CH2:5]3)=[CH:13][CH:12]=[CH:11][CH:10]=5)[N:2]=[N:3][CH:24]=2)=[CH:32][CH:31]=1. (2) Given the reactants Br[C:2]1[CH:3]=[CH:4][C:5]2[N:9]=[C:8]([C@@H:10]3[C@@H:15]4[CH2:16][C@@H:12]([CH2:13][CH2:14]4)[N:11]3[C:17]([O:19][C:20]([CH3:23])([CH3:22])[CH3:21])=[O:18])[NH:7][C:6]=2[CH:24]=1.[B:25]1([B:25]2[O:29][C:28]([CH3:31])([CH3:30])[C:27]([CH3:33])([CH3:32])[O:26]2)[O:29][C:28]([CH3:31])([CH3:30])[C:27]([CH3:33])([CH3:32])[O:26]1.C([O-])(=O)C.[K+], predict the reaction product. The product is: [CH3:32][C:27]1([CH3:33])[C:28]([CH3:31])([CH3:30])[O:29][B:25]([C:2]2[CH:3]=[CH:4][C:5]3[N:9]=[C:8]([C@@H:10]4[C@@H:15]5[CH2:16][C@@H:12]([CH2:13][CH2:14]5)[N:11]4[C:17]([O:19][C:20]([CH3:23])([CH3:22])[CH3:21])=[O:18])[NH:7][C:6]=3[CH:24]=2)[O:26]1. (3) Given the reactants [C:1]([O:5][C:6]([NH:8][C:9]1[CH:10]=[C:11]([C:15]([NH:17][C:18]2[N:19]=[C:20]([C:24]([NH:26][C:27]3[CH:28]=[C:29]([C:33]([NH:35][C:36]4[CH:37]=C(C(O)=O)[N:39]([CH3:41])[CH:40]=4)=[O:34])[N:30]([CH3:32])[CH:31]=3)=[O:25])[N:21]([CH3:23])[CH:22]=2)=[O:16])[N:12]([CH3:14])[CH:13]=1)=[O:7])([CH3:4])([CH3:3])[CH3:2].C(Cl)CCl.Cl.[C:50](=[O:58])([S:52][CH2:53][CH2:54]CNC)[CH3:51].[CH3:59][C:60]([N:62]([CH3:64])[CH3:63])=[O:61], predict the reaction product. The product is: [C:50](=[O:58])([S:52][CH2:53][CH2:54][CH2:63][N:62]([CH3:64])[C:60]([C:59]1[N:39]([CH3:41])[CH:40]=[C:36]([NH:35][C:33]([C:29]2[N:30]([CH3:32])[CH:31]=[C:27]([NH:26][C:24]([C:20]3[N:21]([CH3:23])[CH:22]=[C:18]([NH:17][C:15]([C:11]4[N:12]([CH3:14])[CH:13]=[C:9]([NH:8][C:6]([O:5][C:1]([CH3:4])([CH3:3])[CH3:2])=[O:7])[CH:10]=4)=[O:16])[N:19]=3)=[O:25])[CH:28]=2)=[O:34])[CH:37]=1)=[O:61])[CH3:51].